Dataset: Forward reaction prediction with 1.9M reactions from USPTO patents (1976-2016). Task: Predict the product of the given reaction. (1) Given the reactants [O:1]1[CH2:5][CH2:4][O:3][CH:2]1[C:6]1[CH:7]=[C:8]([C:13]2[N:21]=[C:20]([CH3:22])[N:19]=[C:18]3[C:14]=2[N:15]=[CH:16][N:17]3[CH:23]2[CH2:28][CH2:27][CH2:26][CH2:25][O:24]2)[C:9](F)=[N:10][CH:11]=1.[NH2:29][C:30]1[CH:31]=[CH:32][C:33]([O:36][CH3:37])=[N:34][CH:35]=1.[Li+].C[Si]([N-][Si](C)(C)C)(C)C.O, predict the reaction product. The product is: [O:1]1[CH2:5][CH2:4][O:3][CH:2]1[C:6]1[CH:7]=[C:8]([C:13]2[N:21]=[C:20]([CH3:22])[N:19]=[C:18]3[C:14]=2[N:15]=[CH:16][N:17]3[CH:23]2[CH2:28][CH2:27][CH2:26][CH2:25][O:24]2)[C:9]([NH:29][C:30]2[CH:35]=[N:34][C:33]([O:36][CH3:37])=[CH:32][CH:31]=2)=[N:10][CH:11]=1. (2) Given the reactants [C:1]1([C:7]2[C:8]([C:13]3[C:14]([C:19]4[CH:24]=[CH:23][CH:22]=[CH:21][CH:20]=4)=[CH:15][CH:16]=[CH:17][CH:18]=3)=[CH:9][CH:10]=[CH:11][CH:12]=2)[CH:6]=[CH:5][CH:4]=[CH:3][CH:2]=1.C1C(=O)N([Br:32])C(=O)C1.CC(N=NC(C#N)(C)C)(C#N)C, predict the reaction product. The product is: [Br:32][C:20]1[CH:21]=[CH:22][CH:23]=[CH:24][C:19]=1[C:14]1[C:13]([C:8]2[C:7]([C:1]3[CH:2]=[CH:3][CH:4]=[CH:5][CH:6]=3)=[CH:12][CH:11]=[CH:10][CH:9]=2)=[CH:18][CH:17]=[CH:16][CH:15]=1. (3) Given the reactants [Si:1]([O:8][CH:9]1[CH2:13][CH2:12][C:11]([CH2:14][CH2:15][CH2:16][CH2:17][PH:18](=[O:22])[O:19][CH2:20][CH3:21])=[CH:10]1)([C:4]([CH3:7])([CH3:6])[CH3:5])([CH3:3])[CH3:2], predict the reaction product. The product is: [Si:1]([O:8][C@@H:9]1[CH2:13][CH2:12][C@H:11]([CH2:14][CH2:15][CH2:16][CH2:17][PH:18](=[O:22])[O:19][CH2:20][CH3:21])[CH2:10]1)([C:4]([CH3:7])([CH3:6])[CH3:5])([CH3:3])[CH3:2]. (4) Given the reactants [OH:1][CH2:2][CH2:3][NH:4][C:5]1[CH2:9][S:8][C:7](=[O:10])[N:6]=1.[F:11][C:12]([F:33])([F:32])[C:13]1[CH:27]=[C:26]([C:28]([F:31])([F:30])[F:29])[CH:25]=[CH:24][C:14]=1[CH2:15][N:16]1[CH2:21][CH2:20][CH:19]([CH:22]=O)[CH2:18][CH2:17]1.C([O-])(=O)C.[NH2+]1CCCCC1, predict the reaction product. The product is: [F:33][C:12]([F:11])([F:32])[C:13]1[CH:27]=[C:26]([C:28]([F:31])([F:30])[F:29])[CH:25]=[CH:24][C:14]=1[CH2:15][N:16]1[CH2:21][CH2:20][CH:19](/[CH:22]=[C:9]2/[C:5]([NH:4][CH2:3][CH2:2][OH:1])=[N:6][C:7](=[O:10])[S:8]/2)[CH2:18][CH2:17]1. (5) Given the reactants [CH:1]([C:4]1[C:5](=[O:12])[CH:6]=[CH:7][C:8](=[N:10]O)[CH:9]=1)([CH3:3])[CH3:2], predict the reaction product. The product is: [NH2:10][C:8]1[CH:7]=[CH:6][C:5]([OH:12])=[C:4]([CH:1]([CH3:3])[CH3:2])[CH:9]=1.